From a dataset of Forward reaction prediction with 1.9M reactions from USPTO patents (1976-2016). Predict the product of the given reaction. (1) Given the reactants [CH-:1]1[CH:5]=[CH:4][CH:3]=[CH:2]1.[Na+].Cl[Si:8]([CH3:16])([CH3:15])[C:9]1[CH:14]=[CH:13][CH:12]=[CH:11][CH:10]=1, predict the reaction product. The product is: [CH:1]1([Si:8]([CH3:16])([CH3:15])[C:9]2[CH:14]=[CH:13][CH:12]=[CH:11][CH:10]=2)[CH:5]=[CH:4][CH:3]=[CH:2]1. (2) Given the reactants [N+:1]([C:4]1[CH:5]=[C:6]([C:14]2[N:15]=[N:16][NH:17][N:18]=2)[CH:7]=[C:8]([C:10]([F:13])([F:12])[F:11])[CH:9]=1)([O-])=O, predict the reaction product. The product is: [N:18]1[NH:17][N:16]=[N:15][C:14]=1[C:6]1[CH:5]=[C:4]([CH:9]=[C:8]([C:10]([F:11])([F:12])[F:13])[CH:7]=1)[NH2:1]. (3) Given the reactants [CH:1]1[CH:6]=[C:5]2[C:7]([O:9][C:10]3([C:20]4[CH:21]=[CH:22][C:23]([O-:25])=[CH:24][C:19]=4[O:18][C:12]4[CH:13]=[C:14]([O-:17])[CH:15]=[CH:16][C:11]3=4)[C:4]2=[CH:3][CH:2]=1)=[O:8].[Na+].[Na+].CC1C(C2(C3C(C)=CC(O)=C(C(C)C)C=3)OC(=O)C3C2=CC=CC=3)=CC(C(C)C)=C(O)C=1.C1C=C([N+]([O-])=O)C=C(N/N=C2/C=CC(C(C([O-])=O)=C/2)=O)C=1.[Na+].C1C=CC2C(=O)C3C(=CC(S(O)(=O)=O)=C(O)C=3O)C(=O)C=2C=1, predict the reaction product. The product is: [CH:2]1[CH:1]=[CH:6][C:5]([C:7]([OH:9])=[O:8])=[C:4]([C:10]2[C:11]3[CH:16]=[CH:15][C:14]([OH:17])=[CH:13][C:12]=3[O:18][C:19]3[C:20]=2[CH:21]=[CH:22][C:23]([CH:24]=3)=[O:25])[CH:3]=1. (4) Given the reactants [C:1]([O:5][C:6](=[O:17])[NH:7][C:8]1[N:16]=[C:11]2[CH:12]=[N:13][CH:14]=[CH:15][N:10]2[N:9]=1)([CH3:4])([CH3:3])[CH3:2], predict the reaction product. The product is: [N:16]1[C:8]([NH:7][C:6](=[O:17])[O:5][C:1]([CH3:3])([CH3:2])[CH3:4])=[N:9][N:10]2[CH2:15][CH2:14][NH:13][CH2:12][C:11]=12.